Dataset: Reaction yield outcomes from USPTO patents with 853,638 reactions. Task: Predict the reaction yield, written as a fraction of the theoretical maximum amount of product (1.0 means a 100% yield; for example, 0.34 means a 34% yield). (1) The product is [O:42]=[S:2]1(=[O:1])[C:8]2[CH:9]=[C:10]([O:13][CH2:14][C:15]([OH:17])=[O:16])[CH:11]=[CH:12][C:7]=2[N:6]([C:20]2[CH:25]=[CH:24][C:23]([NH:26][C:27]([O:29][C:30]([CH3:32])([CH3:33])[CH3:31])=[O:28])=[CH:22][CH:21]=2)[CH2:5][C:4]([CH2:38][CH2:39][CH2:40][CH3:41])([CH2:34][CH2:35][CH2:36][CH3:37])[CH2:3]1. The catalyst is C1COCC1. The yield is 0.990. The reactants are [O:1]=[S:2]1(=[O:42])[C:8]2[CH:9]=[C:10]([O:13][CH2:14][C:15]([O:17]CC)=[O:16])[CH:11]=[CH:12][C:7]=2[N:6]([C:20]2[CH:25]=[CH:24][C:23]([NH:26][C:27]([O:29][C:30]([CH3:33])([CH3:32])[CH3:31])=[O:28])=[CH:22][CH:21]=2)[CH2:5][C:4]([CH2:38][CH2:39][CH2:40][CH3:41])([CH2:34][CH2:35][CH2:36][CH3:37])[CH2:3]1.O.[Li+].[OH-].Cl. (2) The product is [Cl:19][C:18]1[C:13]([NH:12][CH:9]2[CH2:10][CH2:11][C:6]3([CH2:5][CH2:4][N:3]([C:32](=[O:33])[CH2:31][C:29]#[N:30])[CH2:2][CH2:1]3)[CH2:7][CH2:8]2)=[N:14][C:15]([NH:20][C:21]2[CH:22]=[N:23][N:24]([CH2:26][CH2:27][OH:28])[CH:25]=2)=[N:16][CH:17]=1. The reactants are [CH2:1]1[C:6]2([CH2:11][CH2:10][CH:9]([NH:12][C:13]3[C:18]([Cl:19])=[CH:17][N:16]=[C:15]([NH:20][C:21]4[CH:22]=[N:23][N:24]([CH2:26][CH2:27][OH:28])[CH:25]=4)[N:14]=3)[CH2:8][CH2:7]2)[CH2:5][CH2:4][NH:3][CH2:2]1.[C:29]([CH2:31][C:32](O)=[O:33])#[N:30].CN(C(ON1N=NC2C=CC=NC1=2)=[N+](C)C)C.F[P-](F)(F)(F)(F)F. The catalyst is ClCCl.CN(C=O)C.O. The yield is 0.449. (3) The reactants are [CH:1]1([N:6]2[C:11]3[N:12]=[C:13]([S:16][CH3:17])[N:14]=[CH:15][C:10]=3[CH:9]=[C:8]([CH3:18])[C:7]2=[O:19])[CH2:5][CH2:4][CH2:3][CH2:2]1.[Br:20]N1C(=O)CCC1=O. The catalyst is C(Cl)(Cl)(Cl)Cl. The product is [Br:20][CH2:18][C:8]1[C:7](=[O:19])[N:6]([CH:1]2[CH2:2][CH2:3][CH2:4][CH2:5]2)[C:11]2[N:12]=[C:13]([S:16][CH3:17])[N:14]=[CH:15][C:10]=2[CH:9]=1. The yield is 0.320. (4) The reactants are [CH2:1]([C:5]1[N:6]([CH2:29][C:30]2[CH:35]=[CH:34][CH:33]=[CH:32][C:31]=2[Cl:36])[C:7]([CH2:10][C:11]([CH2:22][C:23]2[CH:28]=[CH:27][CH:26]=[CH:25][CH:24]=2)(C(OCC)=O)[C:12]([O:14]CC)=[O:13])=[CH:8][N:9]=1)[CH2:2][CH2:3][CH3:4].[OH-].[K+].O. The catalyst is C(O)C. The product is [CH2:1]([C:5]1[N:6]([CH2:29][C:30]2[CH:35]=[CH:34][CH:33]=[CH:32][C:31]=2[Cl:36])[C:7]([CH2:10][CH:11]([CH2:22][C:23]2[CH:28]=[CH:27][CH:26]=[CH:25][CH:24]=2)[C:12]([OH:14])=[O:13])=[CH:8][N:9]=1)[CH2:2][CH2:3][CH3:4]. The yield is 0.860. (5) The catalyst is CCOC(C)=O. The product is [CH:1]1([CH2:7][C:8]([NH2:11])=[O:9])[CH2:6][CH2:5][CH2:4][CH2:3][CH2:2]1. The reactants are [CH:1]1([CH2:7][C:8](Cl)=[O:9])[CH2:6][CH2:5][CH2:4][CH2:3][CH2:2]1.[NH4+:11].[OH-].C([O-])(O)=O.[Na+]. The yield is 0.520.